Dataset: Forward reaction prediction with 1.9M reactions from USPTO patents (1976-2016). Task: Predict the product of the given reaction. (1) Given the reactants [F:1][C:2]1[CH:7]=[C:6]([O:8][CH2:9][CH2:10][C@@H:11]2[CH2:13][C@@H:12]2[CH:14]2[CH2:19][CH2:18][N:17]([C:20]3[N:25]=[CH:24][C:23]([O:26][CH3:27])=[CH:22][N:21]=3)[CH2:16][CH2:15]2)[CH:5]=[C:4]([F:28])[C:3]=1[CH2:29][C:30]([O:32]C(C)(C)C)=[O:31].Cl, predict the reaction product. The product is: [F:1][C:2]1[CH:7]=[C:6]([O:8][CH2:9][CH2:10][C@@H:11]2[CH2:13][C@@H:12]2[CH:14]2[CH2:19][CH2:18][N:17]([C:20]3[N:21]=[CH:22][C:23]([O:26][CH3:27])=[CH:24][N:25]=3)[CH2:16][CH2:15]2)[CH:5]=[C:4]([F:28])[C:3]=1[CH2:29][C:30]([OH:32])=[O:31]. (2) The product is: [Cl-:1].[CH:2]1([CH2:8][C:9]([C:11]2[N:12]=[C:13]([CH:16]3[CH2:17][CH2:18][NH2+:19][CH2:20][CH2:21]3)[S:14][CH:15]=2)=[O:10])[CH2:3][CH2:4][CH2:5][CH2:6][CH2:7]1. Given the reactants [ClH:1].[CH:2]1([CH2:8][C:9]([C:11]2[N:12]=[C:13]([CH:16]3[CH2:21][CH2:20][N:19](C(OC(C)(C)C)=O)[CH2:18][CH2:17]3)[S:14][CH:15]=2)=[O:10])[CH2:7][CH2:6][CH2:5][CH2:4][CH2:3]1, predict the reaction product. (3) Given the reactants Br[C:2]1[CH:11]=[CH:10][C:9]([CH3:12])=[C:8]2[C:3]=1[CH2:4][CH2:5][N:6]([C:16](=[O:27])[CH2:17][NH:18][CH2:19][C:20]1([OH:26])[CH2:25][CH2:24][CH2:23][CH2:22][CH2:21]1)[CH:7]2[CH:13]([CH3:15])[CH3:14].CCO.C(N(CC)CC)C.[C:38]([OH:43])(=[O:42])[C:39]([OH:41])=[O:40], predict the reaction product. The product is: [C:38]([OH:43])(=[O:42])[C:39]([OH:41])=[O:40].[CH:13]([CH:7]1[C:8]2[C:3](=[CH:2][CH:11]=[CH:10][C:9]=2[CH3:12])[CH2:4][CH2:5][N:6]1[C:16](=[O:27])[CH2:17][NH:18][CH2:19][C:20]1([OH:26])[CH2:25][CH2:24][CH2:23][CH2:22][CH2:21]1)([CH3:15])[CH3:14]. (4) Given the reactants [Cl:1][C:2]1[C:7]([C:8]#[N:9])=[C:6]([CH:10]2[O:14][C:13](=[O:15])[NH:12][CH2:11]2)[C:5]([O:16][CH2:17][CH3:18])=[C:4]([CH:19](O)[CH3:20])[CH:3]=1.CN(C)C=O.S(Cl)([Cl:29])=O, predict the reaction product. The product is: [Cl:1][C:2]1[C:7]([C:8]#[N:9])=[C:6]([CH:10]2[O:14][C:13](=[O:15])[NH:12][CH2:11]2)[C:5]([O:16][CH2:17][CH3:18])=[C:4]([CH:19]([Cl:29])[CH3:20])[CH:3]=1. (5) Given the reactants [Cl:1][C:2]1[C:3](F)=[C:4]([CH:13]=[CH:14][CH:15]=1)[CH2:5][N:6]([CH:10]([CH3:12])[CH3:11])[CH2:7][CH2:8][OH:9].[H-].[Na+].CO, predict the reaction product. The product is: [Cl:1][C:2]1[C:3]2[O:9][CH2:8][CH2:7][N:6]([CH:10]([CH3:12])[CH3:11])[CH2:5][C:4]=2[CH:13]=[CH:14][CH:15]=1. (6) Given the reactants [Br:1][C:2]1[CH:7]=[CH:6][C:5]([OH:8])=[CH:4][C:3]=1/[CH:9]=[CH:10]/[C:11]([O:13][CH2:14][CH3:15])=[O:12].C(=O)([O-])[O-].[K+].[K+].[CH2:22](Br)[C:23]1[CH:28]=[CH:27][CH:26]=[CH:25][CH:24]=1, predict the reaction product. The product is: [CH2:22]([O:8][C:5]1[CH:6]=[CH:7][C:2]([Br:1])=[C:3](/[CH:9]=[CH:10]/[C:11]([O:13][CH2:14][CH3:15])=[O:12])[CH:4]=1)[C:23]1[CH:28]=[CH:27][CH:26]=[CH:25][CH:24]=1. (7) Given the reactants [CH2:1]([O:8][C:9](=[O:43])[C@@H:10]([NH:35]C(OC(C)(C)C)=O)[CH2:11][C:12]1[CH:17]=[CH:16][C:15]([N:18]2[CH2:22][C:21](=[O:23])[N:20]([CH2:24][C:25]3[CH:30]=[CH:29][C:28]([O:31][CH3:32])=[CH:27][CH:26]=3)[S:19]2(=[O:34])=[O:33])=[CH:14][CH:13]=1)[C:2]1[CH:7]=[CH:6][CH:5]=[CH:4][CH:3]=1.C([SiH](C)C)(C)(C)C, predict the reaction product. The product is: [CH2:1]([O:8][C:9](=[O:43])[C@@H:10]([NH2:35])[CH2:11][C:12]1[CH:13]=[CH:14][C:15]([N:18]2[CH2:22][C:21](=[O:23])[N:20]([CH2:24][C:25]3[CH:26]=[CH:27][C:28]([O:31][CH3:32])=[CH:29][CH:30]=3)[S:19]2(=[O:33])=[O:34])=[CH:16][CH:17]=1)[C:2]1[CH:3]=[CH:4][CH:5]=[CH:6][CH:7]=1.